From a dataset of Full USPTO retrosynthesis dataset with 1.9M reactions from patents (1976-2016). Predict the reactants needed to synthesize the given product. (1) Given the product [CH2:16]([N:10]1[C:9](=[O:23])[C:8]2[C:7]([C:24]3[CH:25]=[CH:26][CH:27]=[CH:28][CH:29]=3)=[N:6][C:5]([C:3]([NH:30][CH2:31][C:32]([OH:34])=[O:33])=[O:2])=[C:14]([OH:15])[C:13]=2[CH:12]=[CH:11]1)[C:17]1[CH:22]=[CH:21][CH:20]=[CH:19][CH:18]=1, predict the reactants needed to synthesize it. The reactants are: C[O:2][C:3]([C:5]1[N:6]=[C:7]([C:24]2[CH:29]=[CH:28][CH:27]=[CH:26][CH:25]=2)[C:8]2[C:9](=[O:23])[N:10]([CH2:16][C:17]3[CH:22]=[CH:21][CH:20]=[CH:19][CH:18]=3)[CH:11]=[CH:12][C:13]=2[C:14]=1[OH:15])=O.[NH2:30][CH2:31][C:32]([OH:34])=[O:33].C[O-].[Na+]. (2) The reactants are: Cl[CH2:2][C:3]1[N:4]=[C:5]([C:9]2[CH:14]=[CH:13][CH:12]=[CH:11][CH:10]=2)[S:6][C:7]=1[CH3:8].[OH:15][C:16]1[CH:23]=[CH:22][C:19]([CH:20]=[O:21])=[CH:18][CH:17]=1.C(=O)([O-])[O-].[K+].[K+].CN(C)C=O. Given the product [CH3:8][C:7]1[S:6][C:5]([C:9]2[CH:14]=[CH:13][CH:12]=[CH:11][CH:10]=2)=[N:4][C:3]=1[CH2:2][O:15][C:16]1[CH:23]=[CH:22][C:19]([CH:20]=[O:21])=[CH:18][CH:17]=1, predict the reactants needed to synthesize it. (3) Given the product [NH2:1][C:2]1[C:11]2[C:6](=[CH:7][C:8]([CH2:12][N:13]3[CH2:18][CH2:17][NH:16][C@@H:15]([CH2:29][CH2:30][S:31][CH3:32])[C:14]3=[O:33])=[CH:9][CH:10]=2)[N:5]=[CH:4][N:3]=1, predict the reactants needed to synthesize it. The reactants are: [NH2:1][C:2]1[C:11]2[C:6](=[CH:7][C:8]([CH2:12][N:13]3[CH2:18][CH2:17][N:16](C(OCC4C=CC=CC=4)=O)[C@@H:15]([CH2:29][CH2:30][S:31][CH3:32])[C:14]3=[O:33])=[CH:9][CH:10]=2)[N:5]=[CH:4][N:3]=1. (4) Given the product [F:6][C:7]1[CH:24]=[CH:23][C:10]([O:11][C:12]2[CH:17]=[CH:16][C:15]([CH2:18][C:19]3[CH:26]=[C:25]([C:27]4[C:28]([NH2:34])=[N:29][C:30]([NH2:33])=[CH:31][CH:32]=4)[O:21][N:20]=3)=[CH:14][CH:13]=2)=[CH:9][CH:8]=1, predict the reactants needed to synthesize it. The reactants are: O1CCCC1.[F:6][C:7]1[CH:24]=[CH:23][C:10]([O:11][C:12]2[CH:17]=[CH:16][C:15]([CH2:18][C:19](Cl)=[N:20][OH:21])=[CH:14][CH:13]=2)=[CH:9][CH:8]=1.[C:25]([C:27]1[C:28]([NH2:34])=[N:29][C:30]([NH2:33])=[CH:31][CH:32]=1)#[CH:26].C(N(CC)CC)C. (5) Given the product [ClH:1].[ClH:1].[F:47][C:44]1[CH:43]=[CH:42][C:41]([C:38]2[CH:39]=[CH:40][C:35]([N:32]3[CH2:31][CH2:30][NH:29][CH2:34][CH2:33]3)=[N:36][CH:37]=2)=[CH:46][CH:45]=1, predict the reactants needed to synthesize it. The reactants are: [ClH:1].Cl.FC1C=CC(C2C=NC(N3CCNCC3)=NC=2)=CC=1.C(OC([N:29]1[CH2:34][CH2:33][N:32]([C:35]2[CH:40]=[CH:39][C:38]([C:41]3[CH:46]=[CH:45][C:44]([F:47])=[CH:43][CH:42]=3)=[CH:37][N:36]=2)[CH2:31][CH2:30]1)=O)(C)(C)C. (6) Given the product [NH:18]1[CH:19]=[N:20][C:16]([C:12]2[CH:11]=[C:10]3[C:15](=[CH:14][CH:13]=2)[NH:7][N:8]=[C:9]3[C:40]2[CH:41]=[C:42]([NH:46][C:50](=[O:51])[CH2:49][CH:48]([CH3:53])[CH3:47])[CH:43]=[CH:44][CH:45]=2)=[N:17]1, predict the reactants needed to synthesize it. The reactants are: O1CCCCC1[N:7]1[C:15]2[C:10](=[CH:11][C:12]([C:16]3[N:20]=[CH:19][N:18](C(C4C=CC=CC=4)(C4C=CC=CC=4)C4C=CC=CC=4)[N:17]=3)=[CH:13][CH:14]=2)[C:9]([C:40]2[CH:41]=[C:42]([NH2:46])[CH:43]=[CH:44][CH:45]=2)=[N:8]1.[CH3:47][CH:48]([CH3:53])[CH2:49][C:50](Cl)=[O:51].O.